This data is from Forward reaction prediction with 1.9M reactions from USPTO patents (1976-2016). The task is: Predict the product of the given reaction. (1) Given the reactants B.C1COCC1.[I:7][C:8]1[CH:9]=[C:10]2[C:15](=[CH:16][CH:17]=1)[O:14][C@@H:13]([C:18](O)=[O:19])[CH2:12][CH2:11]2.O.C([O-])(O)=O.[Na+], predict the reaction product. The product is: [I:7][C:8]1[CH:9]=[C:10]2[C:15](=[CH:16][CH:17]=1)[O:14][C@@H:13]([CH2:18][OH:19])[CH2:12][CH2:11]2. (2) Given the reactants [OH:1][C:2]1[CH:3]=[C:4]([CH:9]=[CH:10][C:11]=1[O:12][CH3:13])[C:5]([O:7][CH3:8])=[O:6].C1(P(C2C=CC=CC=2)C2C=CC=CC=2)C=CC=CC=1.[Br:33][C:34]1[CH:35]=[C:36]([CH2:40][CH2:41]O)[CH:37]=[CH:38][CH:39]=1.CC(OC(/N=N/C(OC(C)C)=O)=O)C, predict the reaction product. The product is: [CH3:8][O:7][C:5](=[O:6])[C:4]1[CH:9]=[CH:10][C:11]([O:12][CH3:13])=[C:2]([O:1][CH2:41][CH2:40][C:36]2[CH:37]=[CH:38][CH:39]=[C:34]([Br:33])[CH:35]=2)[CH:3]=1. (3) Given the reactants [Cl:1][C:2]1[C:3]([O:12][C:13]2[CH:18]=[C:17]([O:19][C:20]3[N:25]=[CH:24][CH:23]=[CH:22][N:21]=3)[CH:16]=[CH:15][C:14]=2/[CH:26]=[CH:27]/[C:28]([O:30]CC)=[O:29])=[N:4][CH:5]=[C:6]([C:8]([F:11])([F:10])[F:9])[CH:7]=1.[OH-].[Na+].O1CCCC1, predict the reaction product. The product is: [Cl:1][C:2]1[C:3]([O:12][C:13]2[CH:18]=[C:17]([O:19][C:20]3[N:21]=[CH:22][CH:23]=[CH:24][N:25]=3)[CH:16]=[CH:15][C:14]=2/[CH:26]=[CH:27]/[C:28]([OH:30])=[O:29])=[N:4][CH:5]=[C:6]([C:8]([F:11])([F:10])[F:9])[CH:7]=1. (4) The product is: [NH2:23][C@:22]([C@H:17]1[CH2:16][CH2:15][C:14]2[C:19](=[CH:20][CH:21]=[C:12]([O:11][C@H:8]3[CH2:7][CH2:6][C@H:5]([C:1]([CH3:4])([CH3:3])[CH3:2])[CH2:10][CH2:9]3)[CH:13]=2)[CH2:18]1)([CH3:28])[CH2:26][OH:25]. Given the reactants [C:1]([C@H:5]1[CH2:10][CH2:9][C@H:8]([O:11][C:12]2[CH:13]=[C:14]3[C:19](=[CH:20][CH:21]=2)[CH2:18][C@@H:17]([C@@:22]2([CH3:28])[CH2:26][O:25]C(=O)[NH:23]2)[CH2:16][CH2:15]3)[CH2:7][CH2:6]1)([CH3:4])([CH3:3])[CH3:2].[OH-].[Li+].C(O)C.O, predict the reaction product. (5) Given the reactants [F:1][C:2]1[CH:3]=[C:4]([C:8]2[C:16]3[C:11](=[C:12]([O:19][CH3:20])[CH:13]=C(C#N)[CH:15]=3)[NH:10][N:9]=2)[CH:5]=[CH:6][CH:7]=1.[C:21]([OH:24])(=[O:23])[CH3:22].S(=O)(=O)(O)O, predict the reaction product. The product is: [F:1][C:2]1[CH:3]=[C:4]([C:8]2[C:16]3[C:11](=[C:12]([O:19][CH3:20])[CH:13]=[C:22]([C:21]([OH:24])=[O:23])[CH:15]=3)[NH:10][N:9]=2)[CH:5]=[CH:6][CH:7]=1. (6) Given the reactants Cl[CH2:2][C:3]1[CH:4]=[C:5]([O:19][CH3:20])[C:6](=[O:18])[N:7]([CH2:9][C:10]2[CH:15]=[CH:14][C:13]([O:16][CH3:17])=[CH:12][CH:11]=2)[N:8]=1.[Cl:21][C:22]1[CH:23]=[C:24]([CH:27]=[C:28]([O:30][C:31]2[C:36](=[O:37])[NH:35][CH:34]=[N:33][C:32]=2[C:38]([F:41])([F:40])[F:39])[CH:29]=1)[C:25]#[N:26].C(=O)([O-])[O-].[K+].[K+].[Li+].[Br-], predict the reaction product. The product is: [Cl:21][C:22]1[CH:23]=[C:24]([CH:27]=[C:28]([O:30][C:31]2[C:36](=[O:37])[N:35]([CH2:2][C:3]3[CH:4]=[C:5]([O:19][CH3:20])[C:6](=[O:18])[N:7]([CH2:9][C:10]4[CH:15]=[CH:14][C:13]([O:16][CH3:17])=[CH:12][CH:11]=4)[N:8]=3)[CH:34]=[N:33][C:32]=2[C:38]([F:39])([F:40])[F:41])[CH:29]=1)[C:25]#[N:26].